The task is: Binary Classification. Given a miRNA mature sequence and a target amino acid sequence, predict their likelihood of interaction.. This data is from Experimentally validated miRNA-target interactions with 360,000+ pairs, plus equal number of negative samples. (1) The miRNA is hsa-miR-20a-5p with sequence UAAAGUGCUUAUAGUGCAGGUAG. The protein sequence of the target gene is MAPAKKGGEKKKGRSAINEVVTREYTINIHKRIHGVGFKKRAPRALKEIRKFAMKEMGTPDVRIDTRLNKAVWAKGIRNVPYRIRVRLSRKRNEDEDSPNKLYTLVTYVPVTTFKNLQTVNVDEN. Result: 1 (interaction). (2) The miRNA is hsa-miR-19b-3p with sequence UGUGCAAAUCCAUGCAAAACUGA. The protein sequence of the target gene is MATEGGGKEMNEIKTQFTTREGLYKLLPHSEYSRPNRVPFNSQGSNPVRVSFVNLNDQSGNGDRLCFNVGRELYFYIYKGVRKAADLSKPIDKRIYKGTQPTCHDFNHLTATAESVSLLVGFSAGQVQLIDPIKKETSKLFNEERLIDKSRVTCVKWVPGSESLFLVAHSSGNMYLYNVEHTCGTTAPHYQLLKQGESFAVHTCKSKSTRNPLLKWTVGEGALNEFAFSPDGKFLACVSQDGFLRVFNFDSVELHGTMKSYFGGLLCVCWSPDGKYIVTGGEDDLVTVWSFVDCRVIARG.... Result: 1 (interaction). (3) The miRNA is mmu-miR-215-5p with sequence AUGACCUAUGAUUUGACAGAC. Result: 0 (no interaction). The protein sequence of the target gene is MANYSHAADNILQNLSPLTAFLKLTSLGFIIGVSVVGNLLISILLVKDKTLHRAPYYFLLDLCCSDILRSAICFPFVFNSVKNGSTWTYGTLTCKVIAFLGVLSCFHTAFMLFCISVTRYLAIAHHRFYTKRLTFWTCLAVICMVWTLSVAMAFPPVLDVGTYSFIREEDQCTFQHRSFRANDSLGFMLLLALILLATQLVYLKLIFFVHDRRKMKPVQFVAAVSQNWTFHGPGASGQAAANWLAGFGRGPTPPTLLGIRQNANTTGRRRLLVLDEFKMEKRISRMFYIMTFLFLTLWGP....